Dataset: Reaction yield outcomes from USPTO patents with 853,638 reactions. Task: Predict the reaction yield, written as a fraction of the theoretical maximum amount of product (1.0 means a 100% yield; for example, 0.34 means a 34% yield). (1) The reactants are [NH2:1][N:2]1[C:7](=[O:8])[C:6]([C:9]2[NH:14][C:13]3[CH:15]=[CH:16][CH:17]=[CH:18][C:12]=3[S:11](=[O:20])(=[O:19])[N:10]=2)=[C:5]([OH:21])[C:4]2[S:22][CH:23]=[CH:24][C:3]1=2.[CH3:25][C:26]1[CH:27]=[C:28]([CH:31]=[CH:32][CH:33]=1)[CH:29]=O. The catalyst is CN(C)C(=O)C. The product is [O:19]=[S:11]1(=[O:20])[C:12]2[CH:18]=[CH:17][CH:16]=[CH:15][C:13]=2[NH:14][C:9]([C:6]2[C:7](=[O:8])[N:2]([N:1]=[CH:25][C:26]3[CH:33]=[CH:32][CH:31]=[C:28]([CH3:29])[CH:27]=3)[C:3]3[CH:24]=[CH:23][S:22][C:4]=3[C:5]=2[OH:21])=[N:10]1. The yield is 0.730. (2) The reactants are [CH2:1]([O:3][C:4](=[O:12])[CH:5]=[CH:6][CH2:7][CH2:8][CH2:9][CH2:10][OH:11])[CH3:2].[H-].[Na+].Cl.O. The catalyst is O1CCCC1. The product is [CH2:1]([O:3][C:4](=[O:12])[CH2:5][CH:6]1[CH2:7][CH2:8][CH2:9][CH2:10][O:11]1)[CH3:2]. The yield is 0.770. (3) The reactants are [F:1][C:2]1[CH:3]=[C:4]([CH:8]=[CH:9][C:10]=1[CH3:11])[C:5]([OH:7])=[O:6].[I:12]N1C(=O)CCC1=O.O. The catalyst is FC(F)(F)S(O)(=O)=O. The product is [F:1][C:2]1[CH:3]=[C:4]([CH:8]=[C:9]([I:12])[C:10]=1[CH3:11])[C:5]([OH:7])=[O:6]. The yield is 0.820. (4) The reactants are NC1C=CC=CC=1NC(=O)C1C=CC(CNC2N=C(C3C=CC(OCCN(C)C)=CC=3)C=CN=2)=CC=1.NC1C=CC=CC=1NC(C1C=CC2N=C(C3C=CC(OC(F)(F)F)=CC=3)SC=2C=1)=O.C(OC(=O)[NH:73][C:74]1[CH:79]=[CH:78][CH:77]=[CH:76][C:75]=1[NH:80][C:81](=[O:96])[C:82]1[CH:87]=[CH:86][C:85]([CH:88]=[C:89]2[S:93][C:92](=[O:94])[NH:91][C:90]2=[O:95])=[CH:84][CH:83]=1)(C)(C)C. No catalyst specified. The product is [NH2:73][C:74]1[CH:79]=[CH:78][CH:77]=[CH:76][C:75]=1[NH:80][C:81](=[O:96])[C:82]1[CH:83]=[CH:84][C:85]([CH:88]=[C:89]2[S:93][C:92](=[O:94])[NH:91][C:90]2=[O:95])=[CH:86][CH:87]=1. The yield is 0.370. (5) The reactants are [O:1]([CH:8]1[CH2:17][CH2:16][C:11]2(OCC[O:12]2)[CH2:10][CH2:9]1)[C:2]1[CH:7]=[CH:6][CH:5]=[CH:4][CH:3]=1. The catalyst is C1COCC1.Cl. The product is [O:1]([CH:8]1[CH2:9][CH2:10][C:11](=[O:12])[CH2:16][CH2:17]1)[C:2]1[CH:7]=[CH:6][CH:5]=[CH:4][CH:3]=1. The yield is 0.560. (6) The reactants are [Cl:1][C:2]1[C:7]2[CH:8]=[C:9]([C:11]([O:13][CH3:14])=[O:12])[NH:10][C:6]=2[CH:5]=[CH:4][N:3]=1.[H-].[Na+].Cl[CH2:18][C:19]1[N:23]=[C:22]([C:24]2[CH:29]=[CH:28][CH:27]=[CH:26][CH:25]=2)[O:21][N:20]=1. The catalyst is CN(C=O)C.[NH4+].[Cl-]. The product is [Cl:1][C:2]1[C:7]2[CH:8]=[C:9]([C:11]([O:13][CH3:14])=[O:12])[N:10]([CH2:18][C:19]3[N:23]=[C:22]([C:24]4[CH:25]=[CH:26][CH:27]=[CH:28][CH:29]=4)[O:21][N:20]=3)[C:6]=2[CH:5]=[CH:4][N:3]=1. The yield is 0.630. (7) The reactants are [Cl:1][C:2]1[CH:7]=[CH:6][C:5]([CH2:8][C:9]([N:11]2[C@@H:15]([CH:16]([CH3:18])[CH3:17])[CH2:14][O:13][C:12]2=[O:19])=[O:10])=[CH:4][CH:3]=1.[CH3:20][Si]([N-][Si](C)(C)C)(C)C.[Na+].CI.CC(O)=O. The catalyst is C1COCC1.CCOCC. The product is [Cl:1][C:2]1[CH:7]=[CH:6][C:5]([C@H:8]([CH3:20])[C:9]([N:11]2[C@@H:15]([CH:16]([CH3:17])[CH3:18])[CH2:14][O:13][C:12]2=[O:19])=[O:10])=[CH:4][CH:3]=1. The yield is 0.600. (8) The reactants are [F:1][C:2]1[CH:3]=[C:4]([N:32]2[CH2:37][C@@H:36]3[CH2:38][C@H:33]2[CH2:34][N:35]3C(OC(C)(C)C)=O)[CH:5]=[CH:6][C:7]=1[C:8]1[N:13]2[N:14]=[C:15]([C:26]3[CH:31]=[CH:30][N:29]=[CH:28][CH:27]=3)[C:16]([C:17]3[CH:25]=[CH:24][CH:23]=[C:22]4[C:18]=3[CH:19]=[N:20][NH:21]4)=[C:12]2[N:11]=[CH:10][CH:9]=1.Cl. The catalyst is CO. The product is [C@H:33]12[CH2:38][C@H:36]([NH:35][CH2:34]1)[CH2:37][N:32]2[C:4]1[CH:5]=[CH:6][C:7]([C:8]2[N:13]3[N:14]=[C:15]([C:26]4[CH:31]=[CH:30][N:29]=[CH:28][CH:27]=4)[C:16]([C:17]4[CH:25]=[CH:24][CH:23]=[C:22]5[C:18]=4[CH:19]=[N:20][NH:21]5)=[C:12]3[N:11]=[CH:10][CH:9]=2)=[C:2]([F:1])[CH:3]=1. The yield is 0.950. (9) The reactants are [Cl-].O[NH3+:3].[C:4](=[O:7])([O-])[OH:5].[Na+].CS(C)=O.[CH2:13]([C:17]1[N:18]=[C:19]([CH3:48])[N:20]([CH2:39][CH:40]([CH:42]2[CH2:47][CH2:46][CH2:45][CH2:44][CH2:43]2)[OH:41])[C:21](=[O:38])[C:22]=1[CH2:23][C:24]1[CH:29]=[CH:28][C:27]([C:30]2[C:31]([C:36]#[N:37])=[CH:32][CH:33]=[CH:34][CH:35]=2)=[CH:26][CH:25]=1)[CH2:14][CH2:15][CH3:16]. The catalyst is C(OCC)(=O)C. The product is [CH2:13]([C:17]1[N:18]=[C:19]([CH3:48])[N:20]([CH2:39][CH:40]([CH:42]2[CH2:47][CH2:46][CH2:45][CH2:44][CH2:43]2)[OH:41])[C:21](=[O:38])[C:22]=1[CH2:23][C:24]1[CH:29]=[CH:28][C:27]([C:30]2[CH:35]=[CH:34][CH:33]=[CH:32][C:31]=2[C:36]2[NH:3][C:4](=[O:7])[O:5][N:37]=2)=[CH:26][CH:25]=1)[CH2:14][CH2:15][CH3:16]. The yield is 0.260. (10) The reactants are [CH3:1][C@H:2]1[CH2:7][O:6][CH2:5][C@@H:4]([CH3:8])[NH:3]1.CN(C(ON1N=NC2C=CC=NC1=2)=[N+](C)C)C.F[P-](F)(F)(F)(F)F.CCN(C(C)C)C(C)C.[NH2:42][C:43]1[CH:51]=[CH:50][C:46]([C:47](O)=[O:48])=[CH:45][N:44]=1. The catalyst is CN(C=O)C. The product is [NH2:42][C:43]1[N:44]=[CH:45][C:46]([C:47]([N:3]2[C@@H:4]([CH3:8])[CH2:5][O:6][CH2:7][C@H:2]2[CH3:1])=[O:48])=[CH:50][CH:51]=1. The yield is 0.270.